Dataset: Reaction yield outcomes from USPTO patents with 853,638 reactions. Task: Predict the reaction yield, written as a fraction of the theoretical maximum amount of product (1.0 means a 100% yield; for example, 0.34 means a 34% yield). (1) The reactants are Cl.[Cl:2][C:3]1[CH:12]=[C:11]([O:13][CH3:14])[C:10]([NH:15][NH2:16])=[CH:9][C:4]=1[C:5]([O:7][CH3:8])=[O:6].CO[CH:19](OC)[CH2:20][CH:21](OC)OC. The catalyst is C(O)C. The product is [Cl:2][C:3]1[CH:12]=[C:11]([O:13][CH3:14])[C:10]([N:15]2[CH:21]=[CH:20][CH:19]=[N:16]2)=[CH:9][C:4]=1[C:5]([O:7][CH3:8])=[O:6]. The yield is 0.570. (2) The reactants are [O:1]=[O+][O-].[Cl:4][C:5]1[CH:10]=[CH:9][CH:8]=[CH:7][C:6]=1[C:11]1([C:22]([O:24][CH3:25])=[O:23])[CH2:13][CH:12]1/[CH:14]=C/C1C=CC=CC=1.C1C=CC(P(C2C=CC=CC=2)C2C=CC=CC=2)=CC=1. The catalyst is C(Cl)Cl. The product is [Cl:4][C:5]1[CH:10]=[CH:9][CH:8]=[CH:7][C:6]=1[C:11]1([C:22]([O:24][CH3:25])=[O:23])[CH2:13][CH:12]1[CH:14]=[O:1]. The yield is 0.700. (3) The reactants are [OH:1][C:2]1[CH:7]=[C:6]([O:8][CH2:9][CH2:10][O:11][CH3:12])[CH:5]=[CH:4][C:3]=1[CH2:13][CH2:14][C:15]([O:17][CH2:18][CH3:19])=[O:16].[H-].[Na+].Cl[C:23]1[C:28]([Cl:29])=[CH:27][C:26]([C:30]([F:33])([F:32])[F:31])=[CH:25][N:24]=1.O. The catalyst is CN(C)C=O. The product is [Cl:29][C:28]1[C:23]([O:1][C:2]2[CH:7]=[C:6]([O:8][CH2:9][CH2:10][O:11][CH3:12])[CH:5]=[CH:4][C:3]=2[CH2:13][CH2:14][C:15]([O:17][CH2:18][CH3:19])=[O:16])=[N:24][CH:25]=[C:26]([C:30]([F:32])([F:31])[F:33])[CH:27]=1. The yield is 0.840. (4) No catalyst specified. The yield is 0.190. The reactants are [Cl:1][C:2]1[CH:7]=[CH:6][C:5]([C:8]2([C:14]#[N:15])[CH2:13][CH2:12][CH2:11][CH2:10][CH2:9]2)=[CH:4][C:3]=1[F:16].Cl. The product is [Cl:1][C:2]1[CH:7]=[CH:6][C:5]([C:8]2([CH2:14][NH2:15])[CH2:13][CH2:12][CH2:11][CH2:10][CH2:9]2)=[CH:4][C:3]=1[F:16]. (5) The reactants are [C:1]([C:5]1[CH:10]=[CH:9][C:8]([S:11]([NH:14][C:15]2[CH:16]=[C:17]3[C:21](=[CH:22][CH:23]=2)[NH:20][C:19]([C:24]([OH:26])=O)=[C:18]3[C:27]2[CH:32]=[CH:31][CH:30]=[C:29]([O:33][CH3:34])[CH:28]=2)(=[O:13])=[O:12])=[CH:7][CH:6]=1)([CH3:4])([CH3:3])[CH3:2].[CH3:35][N:36]([CH3:40])[CH2:37][CH2:38][NH2:39]. The catalyst is ClCCl.CO. The product is [CH3:35][N:36]([CH3:40])[CH2:37][CH2:38][NH:39][C:24]([C:19]1[NH:20][C:21]2[C:17]([C:18]=1[C:27]1[CH:32]=[CH:31][CH:30]=[C:29]([O:33][CH3:34])[CH:28]=1)=[CH:16][C:15]([NH:14][S:11]([C:8]1[CH:7]=[CH:6][C:5]([C:1]([CH3:3])([CH3:4])[CH3:2])=[CH:10][CH:9]=1)(=[O:12])=[O:13])=[CH:23][CH:22]=2)=[O:26]. The yield is 0.550.